This data is from CYP2C19 inhibition data for predicting drug metabolism from PubChem BioAssay. The task is: Regression/Classification. Given a drug SMILES string, predict its absorption, distribution, metabolism, or excretion properties. Task type varies by dataset: regression for continuous measurements (e.g., permeability, clearance, half-life) or binary classification for categorical outcomes (e.g., BBB penetration, CYP inhibition). Dataset: cyp2c19_veith. (1) The drug is COCCNc1nc(-c2ccoc2)nc2ccccc12. The result is 0 (non-inhibitor). (2) The molecule is CCOc1ccccc1OCCOc1ccc(F)cc1. The result is 1 (inhibitor). (3) The drug is O=C1N=C([O-])CN1/N=C\c1ccc(-c2ccc([N+](=O)[O-])cc2)o1. The result is 0 (non-inhibitor). (4) The molecule is COC(=O)[C@@]1(Cc2ccc(OC)cc2)[C@H]2c3cc(C(=O)N4CCCC4)n(Cc4cc(C)n(C)n4)c3C[C@H]2CN1C(=O)c1ccccc1. The result is 0 (non-inhibitor).